This data is from Full USPTO retrosynthesis dataset with 1.9M reactions from patents (1976-2016). The task is: Predict the reactants needed to synthesize the given product. (1) Given the product [CH:26]1([CH2:25][C@H:24]([C:31]2[CH:32]=[CH:33][C:34]([S:37]([CH3:40])(=[O:39])=[O:38])=[CH:35][CH:36]=2)[C:23]([NH:22][C:20]2[S:21][C:17]([S:16][CH2:15][C:14](=[O:42])[N:11]3[CH2:12][CH2:13][NH:8][CH2:9][CH2:10]3)=[CH:18][N:19]=2)=[O:41])[CH2:30][CH2:29][CH2:28][CH2:27]1, predict the reactants needed to synthesize it. The reactants are: C(OC([N:8]1[CH2:13][CH2:12][N:11]([C:14](=[O:42])[CH2:15][S:16][C:17]2[S:21][C:20]([NH:22][C:23](=[O:41])[C@@H:24]([C:31]3[CH:36]=[CH:35][C:34]([S:37]([CH3:40])(=[O:39])=[O:38])=[CH:33][CH:32]=3)[CH2:25][CH:26]3[CH2:30][CH2:29][CH2:28][CH2:27]3)=[N:19][CH:18]=2)[CH2:10][CH2:9]1)=O)(C)(C)C. (2) Given the product [CH3:1][O:2][C:3]1[N:4]=[C:5]2[C:10](=[CH:11][CH:12]=1)[N:9]=[CH:8][CH:7]=[C:6]2[N:13]1[CH2:17][CH2:16][CH:15]([NH:18][CH2:19][CH2:20][NH:21][S:40]([C:37]2[CH:38]=[CH:39][C:33]3[S:32][CH2:31][C:30](=[O:29])[NH:35][C:34]=3[N:24]=2)(=[O:42])=[O:41])[CH2:14]1, predict the reactants needed to synthesize it. The reactants are: [CH3:1][O:2][C:3]1[N:4]=[C:5]2[C:10](=[CH:11][CH:12]=1)[N:9]=[CH:8][CH:7]=[C:6]2[N:13]1[CH2:17][CH2:16][CH:15]([NH:18][CH2:19][CH2:20][NH2:21])[CH2:14]1.C([N:24](CC)CC)C.[O:29]=[C:30]1[NH:35][C:34]2C=[C:37]([S:40](Cl)(=[O:42])=[O:41])[CH:38]=[CH:39][C:33]=2[S:32][CH2:31]1.C(=O)(O)[O-].[Na+]. (3) Given the product [CH3:1][O:2][C:3]1[CH:4]=[C:5]([CH:22]=[C:23]([CH3:25])[CH:24]=1)[O:6][CH2:7][C@@H:8]1[C@:9]2([CH3:21])[C@H:14]([C:13]([CH3:20])([CH3:19])[CH2:12][CH2:11][CH2:10]2)[CH2:15][CH:16]([OH:30])[CH:17]1[CH3:18], predict the reactants needed to synthesize it. The reactants are: [CH3:1][O:2][C:3]1[CH:4]=[C:5]([CH:22]=[C:23]([CH3:25])[CH:24]=1)[O:6][CH2:7][C@H:8]1[C:17]([CH3:18])=[CH:16][CH2:15][C@@H:14]2[C@:9]1([CH3:21])[CH2:10][CH2:11][CH2:12][C:13]2([CH3:20])[CH3:19].B.C1C[O:30]CC1. (4) Given the product [C:1]([C:3]1[C:11]2[C:6](=[N:7][C:8]([CH3:13])=[CH:9][C:10]=2[CH3:12])[N:5]([CH:14]2[C:23]3[C:18](=[CH:19][CH:20]=[CH:21][CH:22]=3)[CH2:17][CH2:16][CH2:15]2)[C:4]=1/[CH:24]=[CH:25]/[C:26]([OH:28])=[O:27])#[N:2], predict the reactants needed to synthesize it. The reactants are: [C:1]([C:3]1[C:11]2[C:6](=[N:7][C:8]([CH3:13])=[CH:9][C:10]=2[CH3:12])[N:5]([CH:14]2[C:23]3[C:18](=[CH:19][CH:20]=[CH:21][CH:22]=3)[CH2:17][CH2:16][CH2:15]2)[C:4]=1/[CH:24]=[CH:25]/[C:26]([O:28]CC)=[O:27])#[N:2].C1(C)C=CC=CC=1.[OH-].[Na+].Cl. (5) Given the product [CH3:15][NH:16][CH2:13][C:6]1[C:7]2[CH:8]=[CH:9][CH:10]=[CH:11][C:12]=2[N:4]2[CH2:3][CH2:2][CH2:1][C:5]=12, predict the reactants needed to synthesize it. The reactants are: [CH2:1]1[C:5]2=[C:6]([CH:13]=O)[C:7]3[CH:8]=[CH:9][CH:10]=[CH:11][C:12]=3[N:4]2[CH2:3][CH2:2]1.[CH3:15][N:16]1C2C(=CC=CC=2)C(C)=C1C=O. (6) The reactants are: [NH2:1][CH2:2][CH:3]1[CH2:8][CH2:7][N:6]([C:9]([O:11][CH2:12][C:13]2[CH:18]=[CH:17][CH:16]=[CH:15][CH:14]=2)=[O:10])[CH2:5][CH2:4]1.[Cl:19][C:20]1[C:25](Cl)=[N:24][CH:23]=[CH:22][N:21]=1. Given the product [CH2:12]([O:11][C:9]([N:6]1[CH2:7][CH2:8][CH:3]([CH2:2][NH:1][C:25]2[C:20]([Cl:19])=[N:21][CH:22]=[CH:23][N:24]=2)[CH2:4][CH2:5]1)=[O:10])[C:13]1[CH:14]=[CH:15][CH:16]=[CH:17][CH:18]=1, predict the reactants needed to synthesize it. (7) Given the product [CH2:28]1[CH2:31][CH:30]([CH2:1][N:2]2[C@@H:12]3[CH2:13][C:14]4[CH:19]=[CH:18][C:17]([OH:20])=[C:16]5[O:21][C@H:6]6[C:7]([CH2:9][CH2:10][C@:11]3([OH:22])[C@:5]6([C:15]=45)[CH2:4][CH2:3]2)=[O:8])[CH2:29]1, predict the reactants needed to synthesize it. The reactants are: [CH3:1][N:2]1[C@@H:12]2[CH2:13][C:14]3[CH:19]=[CH:18][C:17]([OH:20])=[C:16]4[O:21][C@H:6]5[C:7]([CH:9]=[CH:10][C@:11]2([OH:22])[C@:5]5([C:15]=34)[CH2:4][CH2:3]1)=[O:8].C(=O)([O-])O.[Na+].[CH:28]1(CBr)[CH2:31][CH2:30][CH2:29]1. (8) Given the product [CH3:1][O:2][C:3]1[C:4](=[O:29])[C:5]([CH3:28])=[C:6]([CH2:12][C:13]2[CH:14]=[CH:15][C:16]([C:22]3[CH:27]=[CH:26][CH:25]=[CH:24][CH:23]=3)=[C:17]([CH:21]=2)[C:18]([NH:38][C:35]2[CH:36]=[CH:37][C:32]([O:31][CH3:30])=[CH:33][CH:34]=2)=[O:20])[C:7](=[O:11])[C:8]=1[O:9][CH3:10], predict the reactants needed to synthesize it. The reactants are: [CH3:1][O:2][C:3]1[C:4](=[O:29])[C:5]([CH3:28])=[C:6]([CH2:12][C:13]2[CH:14]=[CH:15][C:16]([C:22]3[CH:27]=[CH:26][CH:25]=[CH:24][CH:23]=3)=[C:17]([CH:21]=2)[C:18]([OH:20])=O)[C:7](=[O:11])[C:8]=1[O:9][CH3:10].[CH3:30][O:31][C:32]1[CH:37]=[CH:36][C:35]([NH2:38])=[CH:34][CH:33]=1.C(N(CC)CC)C.[Cl-].ClC1N(C)CC[NH+]1C. (9) The reactants are: [I:1][C:2]1[CH:7]=[CH:6][C:5]([OH:8])=[CH:4][CH:3]=1.[Cl:9][CH2:10][CH2:11][CH2:12]Br.C(=O)([O-])[O-].[K+].[K+]. Given the product [Cl:9][CH2:10][CH2:11][CH2:12][O:8][C:5]1[CH:6]=[CH:7][C:2]([I:1])=[CH:3][CH:4]=1, predict the reactants needed to synthesize it.